This data is from Full USPTO retrosynthesis dataset with 1.9M reactions from patents (1976-2016). The task is: Predict the reactants needed to synthesize the given product. Given the product [NH:28]1[C:27]([C:24]2[CH:25]=[C:26]3[C:21](=[CH:22][CH:23]=2)[NH:20][N:19]=[C:18]3[C:14]2[CH:13]=[C:12]([C:10]([NH:9][C@@H:7]([C:1]3[CH:6]=[CH:5][CH:4]=[CH:3][CH:2]=3)[CH3:8])=[O:11])[CH:17]=[CH:16][CH:15]=2)=[N:31][CH:30]=[N:29]1, predict the reactants needed to synthesize it. The reactants are: [C:1]1([C@H:7]([NH:9][C:10]([C:12]2[CH:17]=[CH:16][CH:15]=[C:14]([C:18]3[C:26]4[C:21](=[CH:22][CH:23]=[C:24]([C:27]5[N:31]=[CH:30][N:29](C(C6C=CC=CC=6)(C6C=CC=CC=6)C6C=CC=CC=6)[N:28]=5)[CH:25]=4)[N:20](C4CCCCO4)[N:19]=3)[CH:13]=2)=[O:11])[CH3:8])[CH:6]=[CH:5][CH:4]=[CH:3][CH:2]=1.Cl.C(=O)(O)[O-].[Na+].